Dataset: Full USPTO retrosynthesis dataset with 1.9M reactions from patents (1976-2016). Task: Predict the reactants needed to synthesize the given product. Given the product [Br:1][C:2]1[CH:11]=[C:10]2[C:5]([CH:6]=[CH:7][C:8]([O:12][CH:13]([O:18][CH3:19])[C:14]([OH:16])=[O:15])=[CH:9]2)=[CH:4][CH:3]=1, predict the reactants needed to synthesize it. The reactants are: [Br:1][C:2]1[CH:11]=[C:10]2[C:5]([CH:6]=[CH:7][C:8]([O:12][CH:13]([O:18][CH3:19])[C:14]([O:16]C)=[O:15])=[CH:9]2)=[CH:4][CH:3]=1.O.[OH-].[Li+].C(OCC)(=O)C.